Dataset: Full USPTO retrosynthesis dataset with 1.9M reactions from patents (1976-2016). Task: Predict the reactants needed to synthesize the given product. Given the product [Cl:1][C:2]1[CH:3]=[CH:4][C:5]([O:15][CH2:16][C:17]2[C:22]([F:23])=[CH:21][CH:20]=[CH:19][C:18]=2[F:24])=[C:6]([C:8]2[N:38]([C:30]3[CH:29]=[C:28]([CH:33]=[C:32]([C:34]([F:35])([F:36])[F:37])[CH:31]=3)[C:27]([OH:39])=[O:26])[C:11]([CH3:12])=[CH:10][CH:9]=2)[CH:7]=1, predict the reactants needed to synthesize it. The reactants are: [Cl:1][C:2]1[CH:3]=[CH:4][C:5]([O:15][CH2:16][C:17]2[C:22]([F:23])=[CH:21][CH:20]=[CH:19][C:18]=2[F:24])=[C:6]([C:8](=O)[CH2:9][CH2:10][C:11](=O)[CH3:12])[CH:7]=1.C[O:26][C:27](=[O:39])[C:28]1[CH:33]=[C:32]([C:34]([F:37])([F:36])[F:35])[CH:31]=[C:30]([NH2:38])[CH:29]=1.CC1C=CC(S(O)(=O)=O)=CC=1.